Dataset: Full USPTO retrosynthesis dataset with 1.9M reactions from patents (1976-2016). Task: Predict the reactants needed to synthesize the given product. (1) The reactants are: [OH:1][C:2]1[C:7]2[CH:8]=[C:9]([CH3:11])[O:10][C:6]=2[CH:5]=[C:4]([C:12]([O:14]CC)=O)[CH:3]=1.[F:17][C:18]1[CH:28]=[C:27](F)[CH:26]=[CH:25][C:19]=1[C:20]([N:22]([CH3:24])[CH3:23])=[O:21].[CH3:30][N:31]1[CH:35]=[CH:34][C:33]([NH2:36])=[N:32]1. Given the product [CH3:23][N:22]([CH3:24])[C:20]([C:19]1[CH:25]=[CH:26][C:27]([O:1][C:2]2[C:7]3[CH:8]=[C:9]([CH3:11])[O:10][C:6]=3[CH:5]=[C:4]([C:12]([NH:36][C:33]3[CH:34]=[CH:35][N:31]([CH3:30])[N:32]=3)=[O:14])[CH:3]=2)=[CH:28][C:18]=1[F:17])=[O:21], predict the reactants needed to synthesize it. (2) The reactants are: O[CH:2]1[C:11]2[C:6](=[CH:7][CH:8]=[C:9]([C:12]([O:14][CH3:15])=[O:13])[CH:10]=2)[NH:5][CH:4]([C:16]2[CH:21]=[CH:20][CH:19]=[C:18]([O:22][C:23]([CH3:29])([CH3:28])[C:24]([O:26][CH3:27])=[O:25])[CH:17]=2)[C:3]1([CH3:31])[CH3:30].C([SiH](CC)CC)C.FC(F)(F)C(O)=O.C(=O)([O-])[O-].[Na+].[Na+]. Given the product [CH3:27][O:26][C:24](=[O:25])[C:23]([CH3:29])([O:22][C:18]1[CH:17]=[C:16]([CH:4]2[C:3]([CH3:31])([CH3:30])[CH2:2][C:11]3[C:6](=[CH:7][CH:8]=[C:9]([C:12]([O:14][CH3:15])=[O:13])[CH:10]=3)[NH:5]2)[CH:21]=[CH:20][CH:19]=1)[CH3:28], predict the reactants needed to synthesize it. (3) Given the product [CH3:25][O:26][C:27](=[O:37])[C:28]1[CH:33]=[CH:32][CH:31]=[C:30]([NH:34][C:35]([N:9]([CH2:8][CH2:7][CH:1]2[CH2:6][CH2:5][CH2:4][CH2:3][CH2:2]2)[CH2:10][CH2:11][CH:12]([C:19]2[CH:20]=[CH:21][CH:22]=[CH:23][CH:24]=2)[C:13]2[CH:18]=[CH:17][CH:16]=[CH:15][CH:14]=2)=[O:36])[CH:29]=1, predict the reactants needed to synthesize it. The reactants are: [CH:1]1([CH2:7][CH2:8][NH:9][CH2:10][CH2:11][CH:12]([C:19]2[CH:24]=[CH:23][CH:22]=[CH:21][CH:20]=2)[C:13]2[CH:18]=[CH:17][CH:16]=[CH:15][CH:14]=2)[CH2:6][CH2:5][CH2:4][CH2:3][CH2:2]1.[CH3:25][O:26][C:27](=[O:37])[C:28]1[CH:33]=[CH:32][CH:31]=[C:30]([N:34]=[C:35]=[O:36])[CH:29]=1.O. (4) Given the product [CH:21]1([NH:20][C:15]2[CH:14]=[C:13]([C:6]3[CH:7]=[CH:8][C:3]([O:2][CH3:1])=[CH:4][CH:5]=3)[N:18]=[C:17]([NH2:19])[N:16]=2)[CH2:24][CH2:23][CH2:22]1, predict the reactants needed to synthesize it. The reactants are: [CH3:1][O:2][C:3]1[CH:8]=[CH:7][C:6](B(O)O)=[CH:5][CH:4]=1.Cl[C:13]1[N:18]=[C:17]([NH2:19])[N:16]=[C:15]([NH:20][CH:21]2[CH2:24][CH2:23][CH2:22]2)[CH:14]=1. (5) The reactants are: [N:1]1[C:10]2[C:5](=[CH:6][C:7]([CH2:11][N:12]3[C:16]4=[N:17][C:18]([C:21]5[CH:29]=[CH:28][C:24]([C:25]([OH:27])=[O:26])=[CH:23][CH:22]=5)=[CH:19][CH:20]=[C:15]4[N:14]=[N:13]3)=[CH:8][CH:9]=2)[CH:4]=[CH:3][CH:2]=1.[OH-].[Li+:31]. Given the product [N:1]1[C:10]2[C:5](=[CH:6][C:7]([CH2:11][N:12]3[C:16]4=[N:17][C:18]([C:21]5[CH:29]=[CH:28][C:24]([C:25]([O-:27])=[O:26])=[CH:23][CH:22]=5)=[CH:19][CH:20]=[C:15]4[N:14]=[N:13]3)=[CH:8][CH:9]=2)[CH:4]=[CH:3][CH:2]=1.[Li+:31], predict the reactants needed to synthesize it. (6) The reactants are: [F:1][C:2]1[CH:7]=[CH:6][C:5]([CH3:8])=[CH:4][C:3]=1[NH:9][C:10]([NH:12][C:13]1[CH:48]=[CH:47][C:16]([O:17][C:18]2[CH:23]=[CH:22][N:21]=[C:20]([C:24]3[NH:28][CH:27]=[C:26]([C:29]([NH:31][CH2:32][CH2:33][CH2:34][N:35]4[CH2:39][CH2:38][CH:37]([C:40]([O:42]C(C)(C)C)=[O:41])[CH2:36]4)=[O:30])[CH:25]=3)[CH:19]=2)=[CH:15][CH:14]=1)=[O:11].C(O)(C(F)(F)F)=O. Given the product [F:1][C:2]1[CH:7]=[CH:6][C:5]([CH3:8])=[CH:4][C:3]=1[NH:9][C:10]([NH:12][C:13]1[CH:14]=[CH:15][C:16]([O:17][C:18]2[CH:23]=[CH:22][N:21]=[C:20]([C:24]3[NH:28][CH:27]=[C:26]([C:29]([NH:31][CH2:32][CH2:33][CH2:34][N:35]4[CH2:39][CH2:38][CH:37]([C:40]([OH:42])=[O:41])[CH2:36]4)=[O:30])[CH:25]=3)[CH:19]=2)=[CH:47][CH:48]=1)=[O:11], predict the reactants needed to synthesize it. (7) The reactants are: [CH3:1][N:2]1[C:10]2[C:5](=[CH:6][CH:7]=[CH:8][CH:9]=2)[C:4]([CH:11]([CH2:16][CH2:17][CH3:18])[C:12]([O:14][CH3:15])=[O:13])=[CH:3]1.[Br:19]N1C(=O)CCC1=O. Given the product [Br:19][C:3]1[N:2]([CH3:1])[C:10]2[C:5]([C:4]=1[CH:11]([CH2:16][CH2:17][CH3:18])[C:12]([O:14][CH3:15])=[O:13])=[CH:6][CH:7]=[CH:8][CH:9]=2, predict the reactants needed to synthesize it.